From a dataset of Full USPTO retrosynthesis dataset with 1.9M reactions from patents (1976-2016). Predict the reactants needed to synthesize the given product. (1) Given the product [N:21]12[CH2:26][CH2:25][CH:24]([CH2:23][CH2:22]1)[C@@H:19]([NH:18][C:12]([C:10]1[O:11][C:7]3[CH:6]=[CH:5][C:4]([N+:1]([O-:3])=[O:2])=[CH:15][C:8]=3[CH:9]=1)=[O:14])[CH2:20]2, predict the reactants needed to synthesize it. The reactants are: [N+:1]([C:4]1[CH:5]=[CH:6][C:7]2[O:11][C:10]([C:12]([OH:14])=O)=[CH:9][C:8]=2[CH:15]=1)([O-:3])=[O:2].Cl.Cl.[NH2:18][C@@H:19]1[CH:24]2[CH2:25][CH2:26][N:21]([CH2:22][CH2:23]2)[CH2:20]1.CN(C(ON1N=NC2C=CC=NC1=2)=[N+](C)C)C.F[P-](F)(F)(F)(F)F.C(N(CC)C(C)C)(C)C. (2) Given the product [CH2:11]([N:8]1[C:9]2[C:5](=[CH:4][CH:3]=[C:2]([NH:1][C:16](=[O:23])[C:17]3[CH:22]=[CH:21][CH:20]=[N:19][CH:18]=3)[CH:10]=2)[C:6]([CH3:14])([CH3:15])[C:7]1=[O:13])[CH3:12], predict the reactants needed to synthesize it. The reactants are: [NH2:1][C:2]1[CH:10]=[C:9]2[C:5]([C:6]([CH3:15])([CH3:14])[C:7](=[O:13])[N:8]2[CH2:11][CH3:12])=[CH:4][CH:3]=1.[C:16](O)(=[O:23])[C:17]1[CH:22]=[CH:21][CH:20]=[N:19][CH:18]=1. (3) Given the product [OH:32][CH:27]([CH2:28][CH2:29][CH2:30][CH3:31])[CH2:26][CH2:25][C:16]1[C:17]2[O:21][CH2:20][C:19]([CH3:23])([CH3:22])[C:18]=2[CH:24]=[C:14]([C@@:11]2([CH3:13])[CH2:12][C@H:10]2/[CH:9]=[CH:8]/[C:6](/[CH3:7])=[CH:5]/[C:4]([OH:33])=[O:3])[CH:15]=1, predict the reactants needed to synthesize it. The reactants are: C([O:3][C:4](=[O:33])/[CH:5]=[C:6](/[CH:8]=[CH:9]/[C@@H:10]1[CH2:12][C@@:11]1([C:14]1[CH:15]=[C:16]([CH2:25][CH2:26][CH:27]([OH:32])[CH2:28][CH2:29][CH2:30][CH3:31])[C:17]2[O:21][CH2:20][C:19]([CH3:23])([CH3:22])[C:18]=2[CH:24]=1)[CH3:13])\[CH3:7])C.CO.O1CCCC1.[OH-].[Na+].